Dataset: Peptide-MHC class II binding affinity with 134,281 pairs from IEDB. Task: Regression. Given a peptide amino acid sequence and an MHC pseudo amino acid sequence, predict their binding affinity value. This is MHC class II binding data. (1) The binding affinity (normalized) is 0. The MHC is DRB1_1101 with pseudo-sequence DRB1_1101. The peptide sequence is LLQELCCQHLWQIPEQSQCQ. (2) The peptide sequence is KSIIKARVVWKAIIE. The MHC is DRB1_0101 with pseudo-sequence DRB1_0101. The binding affinity (normalized) is 0.649. (3) The peptide sequence is RTEQKDFDGRSEFAY. The binding affinity (normalized) is 0. The MHC is DRB1_0405 with pseudo-sequence DRB1_0405. (4) The peptide sequence is VPKKKKDKDIPQSSE. The MHC is DRB1_0405 with pseudo-sequence DRB1_0405. The binding affinity (normalized) is 0.424. (5) The peptide sequence is GELQIVDKIDDAFKI. The MHC is DRB1_0101 with pseudo-sequence DRB1_0101. The binding affinity (normalized) is 0.441.